This data is from Reaction yield outcomes from USPTO patents with 853,638 reactions. The task is: Predict the reaction yield, written as a fraction of the theoretical maximum amount of product (1.0 means a 100% yield; for example, 0.34 means a 34% yield). (1) The product is [CH3:17][CH:18]1[CH2:23][CH2:22][CH2:21][CH2:20][N:19]1[C:24]1[N:29]=[C:28]([NH:30][C:2]2[C:3]3[N:4]([CH:14]=[CH:15][N:16]=3)[N:5]=[C:6]([C:8]3[CH:13]=[CH:12][CH:11]=[CH:10][CH:9]=3)[CH:7]=2)[CH:27]=[CH:26][CH:25]=1. The catalyst is CO.Cl.C1C=CC(/C=C/C(/C=C/C2C=CC=CC=2)=O)=CC=1.C1C=CC(/C=C/C(/C=C/C2C=CC=CC=2)=O)=CC=1.C1C=CC(/C=C/C(/C=C/C2C=CC=CC=2)=O)=CC=1.[Pd].[Pd].O1CCOCC1. The reactants are Br[C:2]1[C:3]2[N:4]([CH:14]=[CH:15][N:16]=2)[N:5]=[C:6]([C:8]2[CH:13]=[CH:12][CH:11]=[CH:10][CH:9]=2)[CH:7]=1.[CH3:17][CH:18]1[CH2:23][CH2:22][CH2:21][CH2:20][N:19]1[C:24]1[N:29]=[C:28]([NH2:30])[CH:27]=[CH:26][CH:25]=1.C1C=CC(P(C2C(C3C(P(C4C=CC=CC=4)C4C=CC=CC=4)=CC=C4C=3C=CC=C4)=C3C(C=CC=C3)=CC=2)C2C=CC=CC=2)=CC=1.C([O-])([O-])=O.[Cs+].[Cs+]. The yield is 0.100. (2) The reactants are C(N(CC)CC)C.[OH:8][CH:9]([C:14]1[N:15]=[CH:16][NH:17][CH:18]=1)[CH2:10][C:11]([OH:13])=O.CN(C(ON1N=NC2C=CC=CC1=2)=[N+](C)C)C.[B-](F)(F)(F)F.Cl.[NH2:42][C@H:43]([CH2:62][C:63]1[CH:68]=[CH:67][C:66]([O:69][CH3:70])=[CH:65][CH:64]=1)[C:44]([N:46]1[CH2:49][C:48]([O:57][CH2:58][CH2:59][CH2:60][CH3:61])([C:50]2[CH:55]=[CH:54][CH:53]=[CH:52][C:51]=2[CH3:56])[CH2:47]1)=[O:45].[OH-].[Na+]. The catalyst is CN(C)C=O. The product is [CH2:58]([O:57][C:48]1([C:50]2[CH:55]=[CH:54][CH:53]=[CH:52][C:51]=2[CH3:56])[CH2:49][N:46]([C:44](=[O:45])[C@H:43]([NH:42][C:11](=[O:13])[CH2:10][CH:9]([OH:8])[C:14]2[N:15]=[CH:16][NH:17][CH:18]=2)[CH2:62][C:63]2[CH:68]=[CH:67][C:66]([O:69][CH3:70])=[CH:65][CH:64]=2)[CH2:47]1)[CH2:59][CH2:60][CH3:61]. The yield is 0.0500. (3) The catalyst is C(Cl)Cl. The reactants are [C:1]1([CH:7]([C:11]2[CH:16]=[CH:15][CH:14]=[CH:13][CH:12]=2)[CH2:8][CH2:9][OH:10])[CH:6]=[CH:5][CH:4]=[CH:3][CH:2]=1.CC(OI1(OC(C)=O)(OC(C)=O)OC(=O)C2C=CC=CC1=2)=O.[OH-].[Na+]. The product is [C:11]1([CH:7]([C:1]2[CH:2]=[CH:3][CH:4]=[CH:5][CH:6]=2)[CH2:8][CH:9]=[O:10])[CH:12]=[CH:13][CH:14]=[CH:15][CH:16]=1. The yield is 0.960.